Dataset: Full USPTO retrosynthesis dataset with 1.9M reactions from patents (1976-2016). Task: Predict the reactants needed to synthesize the given product. (1) Given the product [CH3:1][N:2]1[C:6](=[CH:7][C:8]2[O:12][C:11]([C:13]3[CH:21]=[CH:20][C:16]([C:17]([N:61]4[CH2:62][CH2:63][CH2:64][N:58]([CH3:57])[CH2:59][CH2:60]4)=[O:19])=[CH:15][CH:14]=3)=[CH:10][CH:9]=2)[C:5](=[O:22])[NH:4][C:3]1=[O:23], predict the reactants needed to synthesize it. The reactants are: [CH3:1][N:2]1[C:6](=[CH:7][C:8]2[O:12][C:11]([C:13]3[CH:21]=[CH:20][C:16]([C:17]([OH:19])=O)=[CH:15][CH:14]=3)=[CH:10][CH:9]=2)[C:5](=[O:22])[NH:4][C:3]1=[O:23].CN(C(ON1N=NC2C=CC=CC1=2)=[N+](C)C)C.F[P-](F)(F)(F)(F)F.CCN(C(C)C)C(C)C.[CH3:57][N:58]1[CH2:64][CH2:63][CH2:62][NH:61][CH2:60][CH2:59]1. (2) Given the product [Cl:1][C:2]1[C:3]2[N:4]([C:10]([CH:12]3[CH2:15][C:14](=[CH2:16])[CH2:13]3)=[N:9][C:8]=2[C:17]2[CH:26]=[C:25]3[C:20]([CH:21]=[CH:22][C:23]([C:27]4[CH:32]=[CH:31][CH:30]=[CH:29][CH:28]=4)=[N:24]3)=[CH:19][CH:18]=2)[CH:5]=[CH:6][N:7]=1, predict the reactants needed to synthesize it. The reactants are: [Cl:1][C:2]1[C:3]([CH:8]([C:17]2[CH:26]=[C:25]3[C:20]([CH:21]=[CH:22][C:23]([C:27]4[CH:32]=[CH:31][CH:30]=[CH:29][CH:28]=4)=[N:24]3)=[CH:19][CH:18]=2)[NH:9][C:10]([CH:12]2[CH2:15][C:14](=[CH2:16])[CH2:13]2)=O)=[N:4][CH:5]=[CH:6][N:7]=1.CN(C=O)C. (3) Given the product [F:1][C:2]1[CH:7]=[CH:6][C:5]([F:8])=[CH:4][C:3]=1[CH2:9][CH2:10][CH:11]1[C:20]2[C:15](=[CH:16][C:17]([O:23][CH3:24])=[C:18]([O:21][CH3:22])[CH:19]=2)[CH2:14][CH2:13][N:12]1[CH:26]([C:31]1[CH:36]=[CH:35][CH:34]=[CH:33][CH:32]=1)[C:27]([OH:29])=[O:28], predict the reactants needed to synthesize it. The reactants are: [F:1][C:2]1[CH:7]=[CH:6][C:5]([F:8])=[CH:4][C:3]=1[CH2:9][CH2:10][CH:11]1[C:20]2[C:15](=[CH:16][C:17]([O:23][CH3:24])=[C:18]([O:21][CH3:22])[CH:19]=2)[CH2:14][CH2:13][NH:12]1.Br[CH:26]([C:31]1[CH:36]=[CH:35][CH:34]=[CH:33][CH:32]=1)[C:27]([O:29]C)=[O:28]. (4) Given the product [CH3:33][N:30]1[CH2:29][CH2:28][N:27]([C:25]2[CH:24]=[CH:23][N:22]=[C:21]([NH:1][C:2]3[CH:19]=[CH:18][C:5]4[N:6]=[C:7]([NH:9][C:10](=[O:17])[C:11]5[CH:16]=[CH:15][CH:14]=[CH:13][CH:12]=5)[S:8][C:4]=4[CH:3]=3)[N:26]=2)[CH2:32][CH2:31]1, predict the reactants needed to synthesize it. The reactants are: [NH2:1][C:2]1[CH:19]=[CH:18][C:5]2[N:6]=[C:7]([NH:9][C:10](=[O:17])[C:11]3[CH:16]=[CH:15][CH:14]=[CH:13][CH:12]=3)[S:8][C:4]=2[CH:3]=1.Cl[C:21]1[N:26]=[C:25]([N:27]2[CH2:32][CH2:31][N:30]([CH3:33])[CH2:29][CH2:28]2)[CH:24]=[CH:23][N:22]=1.CN(C)C=O.ClCCl. (5) Given the product [CH:1]1([C:4]2[CH:5]=[CH:6][C:7]([NH:15][C:16]3[CH:17]=[N:18][C:19]([O:28][CH3:29])=[C:20]([C:22]4[CH:23]=[CH:24][CH:25]=[CH:26][CH:27]=4)[CH:21]=3)=[C:8]([CH:14]=2)[C:9]([OH:11])=[O:10])[CH2:2][CH2:3]1, predict the reactants needed to synthesize it. The reactants are: [CH:1]1([C:4]2[CH:5]=[CH:6][C:7]([NH:15][C:16]3[CH:17]=[N:18][C:19]([O:28][CH3:29])=[C:20]([C:22]4[CH:27]=[CH:26][CH:25]=[CH:24][CH:23]=4)[CH:21]=3)=[C:8]([CH:14]=2)[C:9]([O:11]CC)=[O:10])[CH2:3][CH2:2]1.[OH-].[Na+]. (6) Given the product [CH3:12][O:13][C:14]([C:16]1[N:17]([C:2]2[CH:7]=[C:6]([CH3:8])[CH:5]=[CH:4][C:3]=2[N+:9]([O-:11])=[O:10])[CH:18]=[C:19]([C:21]2[CH:26]=[CH:25][CH:24]=[CH:23][CH:22]=2)[CH:20]=1)=[O:15], predict the reactants needed to synthesize it. The reactants are: F[C:2]1[CH:7]=[C:6]([CH3:8])[CH:5]=[CH:4][C:3]=1[N+:9]([O-:11])=[O:10].[CH3:12][O:13][C:14]([C:16]1[NH:17][CH:18]=[C:19]([C:21]2[CH:26]=[CH:25][CH:24]=[CH:23][CH:22]=2)[CH:20]=1)=[O:15].C(=O)([O-])[O-].[Cs+].[Cs+]. (7) Given the product [NH:8]1[CH2:12][CH2:11][C@@H:10]([C:13]2[CH:17]=[C:16]([OH:18])[NH:15][N:14]=2)[CH2:9]1, predict the reactants needed to synthesize it. The reactants are: C(OC([N:8]1[CH2:12][CH2:11][C@@H:10]([C:13]2[CH:17]=[C:16]([OH:18])[NH:15][N:14]=2)[CH2:9]1)=O)(C)(C)C.Cl. (8) Given the product [CH3:1][O:2][C:3]1[CH:4]=[C:5]([NH:16][C:17]2[N:22]=[C:21]([C:23]([OH:25])([CH3:33])[CH3:24])[CH:20]=[C:19]([CH2:26][O:27][CH2:28][C:29]([F:30])([F:32])[F:31])[N:18]=2)[CH:6]=[CH:7][C:8]=1[C:9]1[CH:14]=[C:13]([CH3:15])[N:12]=[N:11][CH:10]=1, predict the reactants needed to synthesize it. The reactants are: [CH3:1][O:2][C:3]1[CH:4]=[C:5]([NH:16][C:17]2[N:22]=[C:21]([C:23](=[O:25])[CH3:24])[CH:20]=[C:19]([CH2:26][O:27][CH2:28][C:29]([F:32])([F:31])[F:30])[N:18]=2)[CH:6]=[CH:7][C:8]=1[C:9]1[CH:14]=[C:13]([CH3:15])[N:12]=[N:11][CH:10]=1.[CH3:33][Mg]Br.[Cl-].[NH4+]. (9) Given the product [C:31]([OH:33])(=[O:32])[C:30]1[CH:34]=[CH:35][CH:27]=[CH:28][CH:29]=1, predict the reactants needed to synthesize it. The reactants are: O1C2C=CC(C3(C(NC4C=CC(C)=C(Br)C=4)=O)CC3)=CC=2OC1.B([C:27]1[CH:35]=[CH:34][C:30]([C:31]([OH:33])=[O:32])=[CH:29][CH:28]=1)(O)O.C([O-])([O-])=O.[K+].[K+]. (10) Given the product [C:1]([CH2:3][NH:6][C:7]([C@@H:9]1[CH2:13][C@@H:12]([S:14]([C:17]2[CH:22]=[CH:21][C:20]([N:39]3[CH2:40][CH2:41][N:36]([CH2:34][CH3:35])[CH2:37][CH2:38]3)=[CH:19][C:18]=2[Cl:24])(=[O:16])=[O:15])[CH2:11][C@H:10]1[CH2:25][O:26][C:27]1[CH:28]=[CH:29][C:30]([F:33])=[CH:31][CH:32]=1)=[O:8])#[N:2], predict the reactants needed to synthesize it. The reactants are: [C:1]([C:3]1([NH:6][C:7]([C@@H:9]2[CH2:13][C@@H:12]([S:14]([C:17]3[CH:22]=[CH:21][C:20](F)=[CH:19][C:18]=3[Cl:24])(=[O:16])=[O:15])[CH2:11][C@H:10]2[CH2:25][O:26][C:27]2[CH:32]=[CH:31][C:30]([F:33])=[CH:29][CH:28]=2)=[O:8])CC1)#[N:2].[CH2:34]([N:36]1[CH2:41][CH2:40][NH:39][CH2:38][CH2:37]1)[CH3:35].